This data is from Peptide-MHC class II binding affinity with 134,281 pairs from IEDB. The task is: Regression. Given a peptide amino acid sequence and an MHC pseudo amino acid sequence, predict their binding affinity value. This is MHC class II binding data. (1) The peptide sequence is LGAVYRYKKLKEMSA. The MHC is DRB3_0101 with pseudo-sequence DRB3_0101. The binding affinity (normalized) is 0.164. (2) The peptide sequence is KKSGARSNVTFTVNQTS. The MHC is DRB1_0301 with pseudo-sequence DRB1_0301. The binding affinity (normalized) is 0.318. (3) The peptide sequence is KWMMAMKYPITADKR. The MHC is DRB1_0405 with pseudo-sequence DRB1_0405. The binding affinity (normalized) is 0.166.